Predict the reactants needed to synthesize the given product. From a dataset of Full USPTO retrosynthesis dataset with 1.9M reactions from patents (1976-2016). Given the product [N:52]1([CH2:51][CH2:50][CH2:49][O:48][C:45]2[CH:46]=[C:47]3[C:42](=[CH:43][CH:44]=2)[C@@H:41]2[CH2:58][CH2:59][CH2:60][N:40]2[CH2:39][C@H:38]3[C:32]2[CH:33]=[CH:34][C:35]([C:9]#[N:10])=[CH:36][CH:37]=2)[CH2:53][CH2:54][CH2:55][CH2:56][CH2:57]1, predict the reactants needed to synthesize it. The reactants are: BrC1C=CC([C@H]2C3C(=CC=C(OCCCN4CCCCC4)C=3)[C@@H]3CCC(=O)[N:10]3[CH2:9]2)=CC=1.[C:32]1([C@H:38]2[C:47]3[C:42](=[CH:43][CH:44]=[C:45]([O:48][CH2:49][CH2:50][CH2:51][N:52]4[CH2:57][CH2:56][CH2:55][CH2:54][CH2:53]4)[CH:46]=3)[C@@H:41]3[CH2:58][CH2:59][C:60](=O)[N:40]3[CH2:39]2)[CH:37]=[CH:36][CH:35]=[CH:34][CH:33]=1.